From a dataset of Catalyst prediction with 721,799 reactions and 888 catalyst types from USPTO. Predict which catalyst facilitates the given reaction. (1) Reactant: [Br:1][C:2]1[CH:6]=[CH:5][S:4][C:3]=1[S:7](Cl)(=[O:9])=[O:8].[CH3:11][C:12]1[N:13]=[C:14]([NH2:18])[S:15][C:16]=1[CH3:17].Cl. Product: [CH3:11][C:12]1[N:13]=[C:14]([NH:18][S:7]([C:3]2[S:4][CH:5]=[CH:6][C:2]=2[Br:1])(=[O:9])=[O:8])[S:15][C:16]=1[CH3:17]. The catalyst class is: 74. (2) Reactant: [CH2:1]([O:3][C:4](=[O:8])[CH2:5][CH:6]=O)[CH3:2].[NH2:9][C:10]1[CH:15]=[CH:14][C:13]([I:16])=[CH:12][N:11]=1.C(#N)C.C(O)C. Product: [CH2:1]([O:3][C:4]([C:5]1[N:11]2[CH:12]=[C:13]([I:16])[CH:14]=[CH:15][C:10]2=[N:9][CH:6]=1)=[O:8])[CH3:2]. The catalyst class is: 389. (3) Reactant: Cl[C:2]1[C:3]2[C:10]([CH3:11])=[CH:9][S:8][C:4]=2[N:5]=[CH:6][N:7]=1.[CH3:12][O:13][C:14]1[CH:15]=[C:16]([CH2:20][CH2:21][NH2:22])[CH:17]=[CH:18][CH:19]=1.C(N(CC)CC)C. The catalyst class is: 14. Product: [CH3:12][O:13][C:14]1[CH:15]=[C:16]([CH2:20][CH2:21][NH:22][C:2]2[C:3]3[C:10]([CH3:11])=[CH:9][S:8][C:4]=3[N:5]=[CH:6][N:7]=2)[CH:17]=[CH:18][CH:19]=1. (4) Reactant: [CH3:1][O:2][C:3]1[C:4]([N+:11]([O-:13])=[O:12])=[CH:5][C:6]([CH:9]=[O:10])=[N:7][CH:8]=1.Cl([O-])=[O:15].[Na+].S(=O)(=O)(O)N.CCOC(C)=O. Product: [CH3:1][O:2][C:3]1[C:4]([N+:11]([O-:13])=[O:12])=[CH:5][C:6]([C:9]([OH:15])=[O:10])=[N:7][CH:8]=1. The catalyst class is: 95. (5) Reactant: N1C=CC=CN=1.N1C=CC=C1.[CH2:12]([C:19]1[CH:20]=[C:21]([C:33]([N:35]2[CH2:40][CH2:39][N:38]([C:41]([O:43][C:44]([CH3:47])([CH3:46])[CH3:45])=[O:42])[CH2:37][CH2:36]2)=[O:34])N=[N:23][C:24]=1[C:25]1[O:26][CH:27]=[C:28]([CH:30]([CH3:32])[CH3:31])[N:29]=1)[C:13]1[CH:18]=[CH:17][CH:16]=[CH:15][CH:14]=1. Product: [CH2:12]([C:19]1[CH:20]=[C:21]([C:33]([N:35]2[CH2:40][CH2:39][N:38]([C:41]([O:43][C:44]([CH3:46])([CH3:45])[CH3:47])=[O:42])[CH2:37][CH2:36]2)=[O:34])[NH:23][C:24]=1[C:25]1[O:26][CH:27]=[C:28]([CH:30]([CH3:31])[CH3:32])[N:29]=1)[C:13]1[CH:14]=[CH:15][CH:16]=[CH:17][CH:18]=1. The catalyst class is: 91. (6) Reactant: [CH3:1][O:2][C:3]1[N:8]=[CH:7][C:6]([CH:9]=[N:10][C:11]2[CH:16]=[CH:15][C:14]([OH:17])=[CH:13][C:12]=2[OH:18])=[CH:5][CH:4]=1.C(C1C(=O)C(Cl)=C(Cl)C(=O)C=1C#N)#N. Product: [CH3:1][O:2][C:3]1[N:8]=[CH:7][C:6]([C:9]2[O:18][C:12]3[CH:13]=[C:14]([OH:17])[CH:15]=[CH:16][C:11]=3[N:10]=2)=[CH:5][CH:4]=1. The catalyst class is: 2. (7) Reactant: [OH:1][C:2]1[CH:11]=[CH:10][CH:9]=[C:8]2[C:3]=1[CH2:4][CH2:5][CH2:6][C:7]2=[O:12].C(=O)([O-])[O-].[Cs+].[Cs+].I[CH:20]([CH3:22])[CH3:21]. Product: [CH3:21][CH:20]([O:1][C:2]1[CH:11]=[CH:10][CH:9]=[C:8]2[C:3]=1[CH2:4][CH2:5][CH2:6][C:7]2=[O:12])[CH3:22]. The catalyst class is: 10. (8) Reactant: [F:1][C:2]1[CH:8]=[CH:7][C:5]([NH2:6])=[CH:4][CH:3]=1.N1C=CC=CC=1.[C:15]1([CH3:25])[CH:20]=[CH:19][C:18]([S:21](Cl)(=[O:23])=[O:22])=[CH:17][CH:16]=1.O. Product: [F:1][C:2]1[CH:8]=[CH:7][C:5]([NH:6][S:21]([C:18]2[CH:19]=[CH:20][C:15]([CH3:25])=[CH:16][CH:17]=2)(=[O:23])=[O:22])=[CH:4][CH:3]=1. The catalyst class is: 10. (9) Reactant: N1C=CN=C1.C1(P(C2C=CC=CC=2)C2C=CC=CC=2)C=CC=CC=1.[F:25][C:26]([F:39])([F:38])[C:27]1[CH:28]=[C:29]([CH2:33][CH2:34][CH:35](O)[CH3:36])[CH:30]=[CH:31][CH:32]=1.[Br:40]Br. Product: [Br:40][CH:35]([CH3:36])[CH2:34][CH2:33][C:29]1[CH:30]=[CH:31][CH:32]=[C:27]([C:26]([F:39])([F:38])[F:25])[CH:28]=1. The catalyst class is: 635. (10) Reactant: Br[C:2]1[C:7]([O:8][CH3:9])=[CH:6][C:5]([Br:10])=[CH:4][N:3]=1.[CH3:11][S-:12].[Na+].O. Product: [Br:10][C:5]1[CH:6]=[C:7]([O:8][CH3:9])[C:2]([S:12][CH3:11])=[N:3][CH:4]=1. The catalyst class is: 16.